From a dataset of Peptide-MHC class I binding affinity with 185,985 pairs from IEDB/IMGT. Regression. Given a peptide amino acid sequence and an MHC pseudo amino acid sequence, predict their binding affinity value. This is MHC class I binding data. (1) The peptide sequence is GSSAYDTV. The MHC is H-2-Kb with pseudo-sequence H-2-Kb. The binding affinity (normalized) is 0. (2) The peptide sequence is WTLVVLLI. The MHC is HLA-A24:02 with pseudo-sequence HLA-A24:02. The binding affinity (normalized) is 0.245.